From a dataset of Reaction yield outcomes from USPTO patents with 853,638 reactions. Predict the reaction yield, written as a fraction of the theoretical maximum amount of product (1.0 means a 100% yield; for example, 0.34 means a 34% yield). (1) The reactants are C[O:2][C:3]([C:5]1[CH:14]=[C:13]([O:15][CH2:16][C:17](=[O:31])[NH:18][C:19]2[CH:24]=[CH:23][CH:22]=[C:21]([CH2:25][C:26]([O:28]CC)=[O:27])[CH:20]=2)[C:12]2[C:7](=[CH:8][C:9]([Cl:33])=[CH:10][C:11]=2[Cl:32])[CH:6]=1)=[O:4].[Li+].[OH-]. No catalyst specified. The product is [C:26]([CH2:25][C:21]1[CH:20]=[C:19]([NH:18][C:17]([CH2:16][O:15][C:13]2[C:12]3[C:7](=[CH:8][C:9]([Cl:33])=[CH:10][C:11]=3[Cl:32])[CH:6]=[C:5]([C:3]([OH:4])=[O:2])[CH:14]=2)=[O:31])[CH:24]=[CH:23][CH:22]=1)([OH:28])=[O:27]. The yield is 0.530. (2) The reactants are Br[C:2]1[CH:7]=[CH:6][C:5]([C:8](=[C:17]2[CH2:22][C:21]([CH3:24])([CH3:23])[CH2:20][C:19]([CH3:26])([CH3:25])[CH2:18]2)[C:9]2[CH:14]=[CH:13][C:12]([OH:15])=[C:11]([F:16])[CH:10]=2)=[CH:4][CH:3]=1.[C:27]([O:31][CH2:32][CH3:33])(=[O:30])[CH:28]=[CH2:29].CCN(CC)CC.CN(C=O)C. The catalyst is Cl[Pd](Cl)([P](C1C=CC=CC=1)(C1C=CC=CC=1)C1C=CC=CC=1)[P](C1C=CC=CC=1)(C1C=CC=CC=1)C1C=CC=CC=1.CCOC(C)=O.O. The product is [F:16][C:11]1[CH:10]=[C:9]([C:8](=[C:17]2[CH2:18][C:19]([CH3:26])([CH3:25])[CH2:20][C:21]([CH3:23])([CH3:24])[CH2:22]2)[C:5]2[CH:6]=[CH:7][C:2](/[CH:29]=[CH:28]/[C:27]([O:31][CH2:32][CH3:33])=[O:30])=[CH:3][CH:4]=2)[CH:14]=[CH:13][C:12]=1[OH:15]. The yield is 0.680. (3) The reactants are [ClH:1].[N:2]1([CH2:8][C:9]2[O:13][C:12]([C:14](O)=[O:15])=[CH:11][CH:10]=2)[CH2:7][CH2:6][O:5][CH2:4][CH2:3]1.C(Cl)[Cl:18]. The catalyst is S(Cl)(Cl)=O.CN(C=O)C. The product is [ClH:18].[N:2]1([CH2:8][C:9]2[O:13][C:12]([C:14]([Cl:1])=[O:15])=[CH:11][CH:10]=2)[CH2:7][CH2:6][O:5][CH2:4][CH2:3]1. The yield is 0.830. (4) The reactants are [NH2:1][C:2]1[N:7]=[CH:6][C:5]([N:8]2[CH2:13][CH2:12][N:11]([C:14]([O:16][C:17]([CH3:20])([CH3:19])[CH3:18])=[O:15])[CH2:10][C@@H:9]2[CH2:21][CH3:22])=[CH:4][CH:3]=1.Br[C:24]1[C:25](=[O:32])[N:26]([CH3:31])[CH:27]=[C:28]([Br:30])[CH:29]=1.CC1(C)C2C(=C(P(C3C=CC=CC=3)C3C=CC=CC=3)C=CC=2)OC2C(P(C3C=CC=CC=3)C3C=CC=CC=3)=CC=CC1=2.C(=O)([O-])[O-].[Cs+].[Cs+]. The catalyst is C1C=CC(/C=C/C(/C=C/C2C=CC=CC=2)=O)=CC=1.C1C=CC(/C=C/C(/C=C/C2C=CC=CC=2)=O)=CC=1.C1C=CC(/C=C/C(/C=C/C2C=CC=CC=2)=O)=CC=1.[Pd].[Pd].O1CCOCC1. The product is [Br:30][C:28]1[CH:29]=[C:24]([NH:1][C:2]2[N:7]=[CH:6][C:5]([N:8]3[CH2:13][CH2:12][N:11]([C:14]([O:16][C:17]([CH3:18])([CH3:20])[CH3:19])=[O:15])[CH2:10][C@@H:9]3[CH2:21][CH3:22])=[CH:4][CH:3]=2)[C:25](=[O:32])[N:26]([CH3:31])[CH:27]=1. The yield is 0.550.